Dataset: Forward reaction prediction with 1.9M reactions from USPTO patents (1976-2016). Task: Predict the product of the given reaction. (1) Given the reactants [CH:1]12[CH2:7][CH:4]([CH:5]=[CH:6]1)[CH2:3][CH:2]2[NH:8][C:9]([NH:11][NH2:12])=[S:10].[N+:13]([C:16]1[O:20][C:19]([CH:21]=O)=[CH:18][CH:17]=1)([O-:15])=[O:14], predict the reaction product. The product is: [CH:1]12[CH2:7][CH:4]([CH:5]=[CH:6]1)[CH2:3][CH:2]2[NH:8][C:9](=[S:10])[NH:11][N:12]=[CH:21][C:19]1[O:20][C:16]([N+:13]([O-:15])=[O:14])=[CH:17][CH:18]=1. (2) Given the reactants [C:1]([O:5][C:6](=[O:28])[CH:7]([C:15]1[CH:20]=[C:19]([C:21]([O:23][CH3:24])=[O:22])[CH:18]=[CH:17][C:16]=1[N+:25]([O-])=O)[C:8]([O:10][C:11]([CH3:14])([CH3:13])[CH3:12])=[O:9])([CH3:4])([CH3:3])[CH3:2], predict the reaction product. The product is: [C:11]([O:10][C:8](=[O:9])[CH:7]([C:15]1[CH:20]=[C:19]([C:21]([O:23][CH3:24])=[O:22])[CH:18]=[CH:17][C:16]=1[NH2:25])[C:6]([O:5][C:1]([CH3:4])([CH3:3])[CH3:2])=[O:28])([CH3:12])([CH3:13])[CH3:14]. (3) The product is: [O:3]1[CH:4]=[C:5]([C:7]2[CH:21]=[CH:20][CH:19]=[CH:18][C:8]=2[CH2:9][NH:10][C:11](=[O:17])[O:12][C:13]([CH3:16])([CH3:15])[CH3:14])[N:6]=[CH:2]1. Given the reactants I[C:2]1[O:3][CH:4]=[C:5]([C:7]2[CH:21]=[CH:20][CH:19]=[CH:18][C:8]=2[CH2:9][NH:10][C:11](=[O:17])[O:12][C:13]([CH3:16])([CH3:15])[CH3:14])[N:6]=1, predict the reaction product. (4) Given the reactants C(=O)([O-])[O-].[Na+].[Na+].Br[C:8]1[CH:13]=[CH:12][C:11]([C:14]([C:16]2[CH:21]=[CH:20][N:19]=[CH:18][CH:17]=2)=[O:15])=[CH:10][CH:9]=1.[CH3:22][O:23][C:24]1[CH:25]=[C:26](B(O)O)[CH:27]=[CH:28][CH:29]=1.C(O)C, predict the reaction product. The product is: [CH3:22][O:23][C:24]1[CH:29]=[C:28]([C:8]2[CH:13]=[CH:12][C:11]([C:14]([C:16]3[CH:21]=[CH:20][N:19]=[CH:18][CH:17]=3)=[O:15])=[CH:10][CH:9]=2)[CH:27]=[CH:26][CH:25]=1. (5) The product is: [CH3:25][C:24]([CH3:27])([CH3:26])[CH2:28][C:29]([NH:2][C:3]1[S:4][C:5]2[CH2:11][CH2:10][CH2:9][CH:8]([C:12]([O:14][CH2:15][CH3:16])=[O:13])[C:6]=2[N:7]=1)=[O:30]. Given the reactants Br.[NH2:2][C:3]1[S:4][C:5]2[CH2:11][CH2:10][CH2:9][CH:8]([C:12]([O:14][CH2:15][CH3:16])=[O:13])[C:6]=2[N:7]=1.C(N(CC)CC)C.[C:24]([CH2:28][C:29](Cl)=[O:30])([CH3:27])([CH3:26])[CH3:25], predict the reaction product. (6) Given the reactants [CH3:1][C@@H:2]1[CH2:6][CH2:5][CH2:4][N:3]1[CH2:7][C@@H:8]1[CH2:12][CH2:11][CH2:10][N:9]1[C:13]([C:15]1[CH:20]=[CH:19][C:18](B2OC(C)(C)C(C)(C)O2)=[CH:17][CH:16]=1)=[O:14].I[C:31]1[S:35][CH:34]=[C:33]([C:36]#[N:37])[CH:32]=1, predict the reaction product. The product is: [CH3:1][C@@H:2]1[CH2:6][CH2:5][CH2:4][N:3]1[CH2:7][C@@H:8]1[CH2:12][CH2:11][CH2:10][N:9]1[C:13]([C:15]1[CH:16]=[CH:17][C:18]([C:31]2[S:35][CH:34]=[C:33]([C:36]#[N:37])[CH:32]=2)=[CH:19][CH:20]=1)=[O:14]. (7) Given the reactants [C:12]([O:11][C:9](O[C:9]([O:11][C:12]([CH3:15])([CH3:14])[CH3:13])=[O:10])=[O:10])([CH3:15])([CH3:14])[CH3:13].[CH3:16][C:17]([NH2:25])([C:19]1[CH:24]=[CH:23][CH:22]=[CH:21][N:20]=1)[CH3:18], predict the reaction product. The product is: [C:12]([O:11][C:9](=[O:10])[NH:25][C:17]([CH3:18])([C:19]1[CH:24]=[CH:23][CH:22]=[CH:21][N:20]=1)[CH3:16])([CH3:13])([CH3:14])[CH3:15].